From a dataset of Catalyst prediction with 721,799 reactions and 888 catalyst types from USPTO. Predict which catalyst facilitates the given reaction. (1) Reactant: [H][H].[CH:3]1[CH:8]=[CH:7][CH:6]=[CH:5][CH:4]=1. Product: [CH:3]1([C:3]2[CH:8]=[CH:7][CH:6]=[CH:5][CH:4]=2)[CH2:8][CH2:7][CH2:6][CH2:5][CH2:4]1. The catalyst class is: 45. (2) Reactant: [CH3:1][O:2][C:3]1[CH:8]=[N:7][C:6]([N:9]2[CH:13]=[N:12][C:11]([CH3:14])=[N:10]2)=[C:5]2[NH:15][CH:16]=[C:17]([C:18](=[O:22])[C:19]([OH:21])=O)[C:4]=12.[C:23]1([N:29]2[C:33]([N:34]3[CH2:37][C:36]4([CH2:40][NH:39][CH2:38]4)[CH2:35]3)=[N:32][N:31]=[N:30]2)[CH:28]=[CH:27][CH:26]=[CH:25][CH:24]=1.CN([P+](ON1N=NC2C=CC=CC1=2)(N(C)C)N(C)C)C.F[P-](F)(F)(F)(F)F.CCN(C(C)C)C(C)C. Product: [CH3:1][O:2][C:3]1[CH:8]=[N:7][C:6]([N:9]2[CH:13]=[N:12][C:11]([CH3:14])=[N:10]2)=[C:5]2[NH:15][CH:16]=[C:17]([C:18](=[O:22])[C:19]([N:39]3[CH2:40][C:36]4([CH2:37][N:34]([C:33]5[N:29]([C:23]6[CH:28]=[CH:27][CH:26]=[CH:25][CH:24]=6)[N:30]=[N:31][N:32]=5)[CH2:35]4)[CH2:38]3)=[O:21])[C:4]=12. The catalyst class is: 3.